Dataset: Full USPTO retrosynthesis dataset with 1.9M reactions from patents (1976-2016). Task: Predict the reactants needed to synthesize the given product. (1) Given the product [Cl:1][C:2]1[N:3]=[C:4]([C:28]2[CH:29]=[N:30][CH:31]=[C:32]([Cl:34])[CH:33]=2)[C:5]2[N:10]([CH2:11][C@H:12]3[CH2:13][CH2:14][C@H:15]([CH3:18])[CH2:16][CH2:17]3)[C:9]([C:19]([C:21]3[C:26]([F:27])=[CH:25][CH:24]=[CH:23][N:22]=3)([OH:20])[CH3:35])=[CH:8][C:6]=2[N:7]=1, predict the reactants needed to synthesize it. The reactants are: [Cl:1][C:2]1[N:3]=[C:4]([C:28]2[CH:29]=[N:30][CH:31]=[C:32]([Cl:34])[CH:33]=2)[C:5]2[N:10]([CH2:11][C@H:12]3[CH2:17][CH2:16][C@H:15]([CH3:18])[CH2:14][CH2:13]3)[C:9]([C:19]([C:21]3[C:26]([F:27])=[CH:25][CH:24]=[CH:23][N:22]=3)=[O:20])=[CH:8][C:6]=2[N:7]=1.[CH3:35][Mg]Br. (2) Given the product [P:16]([O:23][CH2:2][CH2:3][OH:4])([O:15][C:11]([CH3:14])([CH3:13])[CH3:12])([O:18][C:19]([CH3:22])([CH3:21])[CH3:20])=[O:17], predict the reactants needed to synthesize it. The reactants are: Br[CH2:2][CH2:3][OH:4].C(=O)([O-])[O-].[K+].[K+].[C:11]([O:15][P:16]([O-:23])([O:18][C:19]([CH3:22])([CH3:21])[CH3:20])=[O:17])([CH3:14])([CH3:13])[CH3:12].C([N+](CCCC)(CCCC)CCCC)CCC.CCOCC. (3) Given the product [Cl:13][C:14]1[CH:19]=[C:18]([Cl:20])[CH:17]=[CH:16][C:15]=1[NH:21][C:22]1[CH:23]=[C:24]([C:30]([CH3:32])([OH:29])[CH3:31])[C:25]([C:28]([NH:1][CH2:2][CH:3]2[CH2:8][CH2:7][O:6][CH2:5][CH2:4]2)=[O:33])=[CH:26][N:27]=1, predict the reactants needed to synthesize it. The reactants are: [NH2:1][CH2:2][CH:3]1[CH2:8][CH2:7][O:6][CH2:5][CH2:4]1.C[Al](C)C.[Cl:13][C:14]1[CH:19]=[C:18]([Cl:20])[CH:17]=[CH:16][C:15]=1[NH:21][C:22]1[N:27]=[CH:26][C:25]2[C:28](=[O:33])[O:29][C:30]([CH3:32])([CH3:31])[C:24]=2[CH:23]=1. (4) The reactants are: [CH3:1][O:2][C:3](=[O:18])[CH:4]([C:11]1[CH:16]=[CH:15][C:14](I)=[CH:13][CH:12]=1)[CH2:5][CH:6]1[CH2:10][CH2:9][CH2:8][CH2:7]1.[N:19]1[CH:24]=[CH:23][C:22](B(O)O)=[CH:21][CH:20]=1.C(=O)([O-])[O-].[Na+].[Na+]. Given the product [CH3:1][O:2][C:3](=[O:18])[CH:4]([C:11]1[CH:16]=[CH:15][C:14]([C:22]2[CH:23]=[CH:24][N:19]=[CH:20][CH:21]=2)=[CH:13][CH:12]=1)[CH2:5][CH:6]1[CH2:10][CH2:9][CH2:8][CH2:7]1, predict the reactants needed to synthesize it.